This data is from Forward reaction prediction with 1.9M reactions from USPTO patents (1976-2016). The task is: Predict the product of the given reaction. (1) Given the reactants [Br:1][C:2]1[C:7]([CH2:8][CH3:9])=[CH:6][C:5]([OH:10])=[C:4]([F:11])[CH:3]=1.CCN(C(C)C)C(C)C.[CH3:21][Si:22]([CH2:25][CH2:26][O:27][CH2:28]Cl)([CH3:24])[CH3:23], predict the reaction product. The product is: [Br:1][C:2]1[C:7]([CH2:8][CH3:9])=[CH:6][C:5]([O:10][CH2:28][O:27][CH2:26][CH2:25][Si:22]([CH3:24])([CH3:23])[CH3:21])=[C:4]([F:11])[CH:3]=1. (2) Given the reactants S(C1C=CC(C)=CC=1)([O-])(=O)=O.[NH2:12][C@@H:13]([CH3:26])[C:14]([O:16][CH:17]1[CH2:25][C:24]2[C:19](=[CH:20][CH:21]=[CH:22][CH:23]=2)[CH2:18]1)=[O:15].[P:27](Cl)(Cl)(=[O:39])[O:28][C:29]1[C:38]2[C:33](=[CH:34][CH:35]=[CH:36][CH:37]=2)[CH:32]=[CH:31][CH:30]=1.C(Cl)[Cl:43], predict the reaction product. The product is: [Cl:43][C:30]1[CH:31]=[CH:32][C:33]2[C:38](=[CH:37][CH:36]=[CH:35][CH:34]=2)[C:29]=1[O:28][P:27](=[N:12][C@@H:13]([CH3:26])[C:14]([O:16][CH:17]1[CH2:25][C:24]2[C:19](=[CH:20][CH:21]=[CH:22][CH:23]=2)[CH2:18]1)=[O:15])=[O:39]. (3) Given the reactants Cl[C:2]1[C:3]([NH:13][CH:14]2[CH2:19][CH2:18][NH:17][CH2:16][CH2:15]2)=[CH:4][C:5]([O:11][CH3:12])=[C:6]([CH:10]=1)[C:7]([NH2:9])=[O:8].[C:20](N1CCC(=O)CC1)(=[O:27])[C:21]1[CH:26]=[CH:25][CH:24]=[CH:23][CH:22]=1.C(O)(=O)C.C([BH3-])#N.[Na+].[OH-].[Na+], predict the reaction product. The product is: [C:20]([N:17]1[CH2:18][CH2:19][CH:14]([NH:13][C:3]2[CH:2]=[CH:10][C:6]([C:7]([NH2:9])=[O:8])=[C:5]([O:11][CH3:12])[CH:4]=2)[CH2:15][CH2:16]1)(=[O:27])[C:21]1[CH:26]=[CH:25][CH:24]=[CH:23][CH:22]=1. (4) The product is: [Cl:1][C:2]1[CH:3]=[C:4]([CH:19]=[CH:20][C:21]=1[C:22]([N:61]1[CH2:60][CH2:59][NH:58][C:57](=[O:56])[CH2:62]1)=[O:23])[C:5]([NH:7][CH2:8][C:9]1[NH:13][C:12]2[CH:14]=[CH:15][C:16]([Cl:18])=[CH:17][C:11]=2[N:10]=1)=[O:6]. Given the reactants [Cl:1][C:2]1[CH:3]=[C:4]([CH:19]=[CH:20][C:21]=1[C:22](O)=[O:23])[C:5]([NH:7][CH2:8][C:9]1[NH:13][C:12]2[CH:14]=[CH:15][C:16]([Cl:18])=[CH:17][C:11]=2[N:10]=1)=[O:6].CN(C(ON1N=NC2C=CC=CC1=2)=[N+](C)C)C.[B-](F)(F)(F)F.C(N(C(C)C)CC)(C)C.[O:56]=[C:57]1[CH2:62][NH:61][CH2:60][CH2:59][NH:58]1, predict the reaction product. (5) Given the reactants Br[C:2]1[CH:7]=[C:6]([N+:8]([O-:10])=[O:9])[CH:5]=[CH:4][C:3]=1[N:11]1[CH2:16][CH2:15][N:14]([CH3:17])[CH2:13][CH2:12]1.C([O-])([O-])=O.[K+].[K+].[CH2:24](OB(C=C)OCCCC)[CH2:25]CC, predict the reaction product. The product is: [CH3:17][N:14]1[CH2:15][CH2:16][N:11]([C:3]2[CH:4]=[CH:5][C:6]([N+:8]([O-:10])=[O:9])=[CH:7][C:2]=2[CH:24]=[CH2:25])[CH2:12][CH2:13]1. (6) Given the reactants [CH3:1][O:2][C:3](=[O:22])[C:4]1[CH:9]=[C:8]([N+:10]([O-])=O)[C:7]([NH2:13])=[C:6]([F:14])[C:5]=1[NH:15][C:16]1[CH:21]=[CH:20][CH:19]=[CH:18][CH:17]=1.C([O-])=O.[NH4+], predict the reaction product. The product is: [CH3:1][O:2][C:3](=[O:22])[C:4]1[CH:9]=[C:8]([NH2:10])[C:7]([NH2:13])=[C:6]([F:14])[C:5]=1[NH:15][C:16]1[CH:17]=[CH:18][CH:19]=[CH:20][CH:21]=1. (7) The product is: [CH2:43]([N:45]([CH2:57][CH3:58])[CH2:46][CH2:47][O:48][C:49]1[CH:56]=[CH:55][C:52]([CH2:53][N:1]([C@H:2]2[CH2:7][CH2:6][C@@H:5]([N:8]3[C:13](=[O:14])[C:12]4[CH:15]=[C:16]([F:19])[CH:17]=[N:18][C:11]=4[N:10]([C:20]4[CH:21]=[C:22]([C:26]5[CH:27]=[CH:28][C:29]([CH2:32][N:33]6[CH2:38][CH2:37][N:36]([CH:39]([CH3:40])[CH3:41])[CH2:35][CH2:34]6)=[CH:30][CH:31]=5)[CH:23]=[CH:24][CH:25]=4)[C:9]3=[O:42])[CH2:4][CH2:3]2)[C:59](=[O:61])[CH3:60])=[CH:51][CH:50]=1)[CH3:44]. Given the reactants [NH2:1][C@@H:2]1[CH2:7][CH2:6][C@H:5]([N:8]2[C:13](=[O:14])[C:12]3[CH:15]=[C:16]([F:19])[CH:17]=[N:18][C:11]=3[N:10]([C:20]3[CH:21]=[C:22]([C:26]4[CH:31]=[CH:30][C:29]([CH2:32][N:33]5[CH2:38][CH2:37][N:36]([CH:39]([CH3:41])[CH3:40])[CH2:35][CH2:34]5)=[CH:28][CH:27]=4)[CH:23]=[CH:24][CH:25]=3)[C:9]2=[O:42])[CH2:4][CH2:3]1.[CH2:43]([N:45]([CH2:57][CH3:58])[CH2:46][CH2:47][O:48][C:49]1[CH:56]=[CH:55][C:52]([CH:53]=O)=[CH:51][CH:50]=1)[CH3:44].[C:59](O[BH-](OC(=O)C)OC(=O)C)(=[O:61])[CH3:60].[Na+].C(Cl)(=O)C.C(N(CC)CC)C, predict the reaction product.